Task: Predict the reactants needed to synthesize the given product.. Dataset: Full USPTO retrosynthesis dataset with 1.9M reactions from patents (1976-2016) (1) Given the product [OH:12][C:13]1[CH:33]=[CH:32][C:16]([C:17]([NH:19][CH2:20][C@H:21]([N:26]2[CH2:27][CH2:28][CH2:29][CH2:30][CH2:31]2)[C:22]([O:24][CH3:25])=[O:23])=[O:18])=[CH:15][CH:14]=1, predict the reactants needed to synthesize it. The reactants are: S(=O)(=O)(O)O.COCCOC[O:12][C:13]1[CH:33]=[CH:32][C:16]([C:17]([NH:19][CH2:20][C@H:21]([N:26]2[CH2:31][CH2:30][CH2:29][CH2:28][CH2:27]2)[C:22]([O:24][CH3:25])=[O:23])=[O:18])=[CH:15][CH:14]=1. (2) Given the product [Br:1][C:2]1[CH:7]=[CH:6][C:5]2[NH:8][C:14]([CH2:15][Cl:16])=[N:9][C:4]=2[CH:3]=1, predict the reactants needed to synthesize it. The reactants are: [Br:1][C:2]1[CH:3]=[C:4]([NH2:9])[C:5]([NH2:8])=[CH:6][CH:7]=1.Cl.C(O[C:14](=N)[CH2:15][Cl:16])C. (3) Given the product [CH2:1]([N:8]1[CH2:25][CH2:24][C:11]2([N:15]=[C:14]([C:16]3[CH:17]=[CH:18][C:19]([Br:22])=[CH:20][CH:21]=3)[N:13]([CH2:27][C@@H:28]3[CH2:32][CH2:31][N:30]([C:33]([O:35][C:36]([CH3:37])([CH3:39])[CH3:38])=[O:34])[CH2:29]3)[C:12]2=[O:23])[CH2:10][CH2:9]1)[C:2]1[CH:3]=[CH:4][CH:5]=[CH:6][CH:7]=1, predict the reactants needed to synthesize it. The reactants are: [CH2:1]([N:8]1[CH2:25][CH2:24][C:11]2([N:15]=[C:14]([C:16]3[CH:21]=[CH:20][C:19]([Br:22])=[CH:18][CH:17]=3)[NH:13][C:12]2=[O:23])[CH2:10][CH2:9]1)[C:2]1[CH:7]=[CH:6][CH:5]=[CH:4][CH:3]=1.I[CH2:27][C@@H:28]1[CH2:32][CH2:31][N:30]([C:33]([O:35][C:36]([CH3:39])([CH3:38])[CH3:37])=[O:34])[CH2:29]1.C([O-])([O-])=O.[K+].[K+]. (4) Given the product [CH:31]([NH:28][C:29](=[O:30])[NH:1][C:2]1[NH:3][C@@H:4]([C:13]2[CH:18]=[CH:17][CH:16]=[C:15]([O:19][CH3:20])[CH:14]=2)[CH2:5][CH2:6][C:7]=1[C:8]([O:10][CH2:11][CH3:12])=[O:9])([CH3:33])[CH3:32], predict the reactants needed to synthesize it. The reactants are: [NH2:1][C:2]1[NH:3][C@@H:4]([C:13]2[CH:18]=[CH:17][CH:16]=[C:15]([O:19][CH3:20])[CH:14]=2)[CH2:5][CH2:6][C:7]=1[C:8]([O:10][CH2:11][CH3:12])=[O:9].C(N(CC)CC)C.[N:28]([CH:31]([CH3:33])[CH3:32])=[C:29]=[O:30]. (5) Given the product [C:10]([O:14][C:15](=[O:18])[CH2:16][O:6][CH:3]1[CH2:2][CH:1]([OH:7])[CH:5]=[CH:4]1)([CH3:13])([CH3:12])[CH3:11], predict the reactants needed to synthesize it. The reactants are: [C@H:1]1([OH:7])[CH:5]=[CH:4][C@@H:3]([OH:6])[CH2:2]1.[H-].[Na+].[C:10]([O:14][C:15](=[O:18])[CH2:16]Br)([CH3:13])([CH3:12])[CH3:11].